The task is: Predict the reactants needed to synthesize the given product.. This data is from Full USPTO retrosynthesis dataset with 1.9M reactions from patents (1976-2016). The reactants are: [F:1][C:2]1[CH:7]=[C:6]([F:8])[CH:5]=[CH:4][C:3]=1[CH:9]=[CH:10][C:11](=O)[C:12]([F:18])([F:17])[C:13]([F:16])([F:15])[F:14].Cl.[Br:21][C:22]1[CH:27]=[CH:26][C:25]([NH:28][NH2:29])=[CH:24][CH:23]=1.C(O)(=O)C.Cl. Given the product [Br:21][C:22]1[CH:27]=[CH:26][C:25]([N:28]2[CH:9]([C:3]3[CH:4]=[CH:5][C:6]([F:8])=[CH:7][C:2]=3[F:1])[CH2:10][C:11]([C:12]([F:18])([F:17])[C:13]([F:16])([F:15])[F:14])=[N:29]2)=[CH:24][CH:23]=1, predict the reactants needed to synthesize it.